From a dataset of Buchwald-Hartwig C-N cross coupling reaction yields with 55,370 reactions. Predict the reaction yield, written as a fraction of the theoretical maximum amount of product (1.0 means a 100% yield; for example, 0.34 means a 34% yield). (1) The reactants are Ic1cccnc1.Cc1ccc(N)cc1.O=S(=O)(O[Pd]1c2ccccc2-c2ccccc2N~1)C(F)(F)F.COc1ccc(OC)c(P(C(C)(C)C)C(C)(C)C)c1-c1c(C(C)C)cc(C(C)C)cc1C(C)C.CN1CCCN2CCCN=C12.Cc1cc(-c2ccccc2)on1. No catalyst specified. The product is Cc1ccc(Nc2cccnc2)cc1. The yield is 0.836. (2) The reactants are Ic1ccccn1.Cc1ccc(N)cc1.O=S(=O)(O[Pd]1c2ccccc2-c2ccccc2N~1)C(F)(F)F.COc1ccc(OC)c(P(C(C)(C)C)C(C)(C)C)c1-c1c(C(C)C)cc(C(C)C)cc1C(C)C.CN1CCCN2CCCN=C12.Cc1ccno1. No catalyst specified. The product is Cc1ccc(Nc2ccccn2)cc1. The yield is 0.843. (3) The yield is 0.446. The product is Cc1ccc(Nc2ccc(C(F)(F)F)cc2)cc1. The reactants are FC(F)(F)c1ccc(I)cc1.Cc1ccc(N)cc1.O=S(=O)(O[Pd]1c2ccccc2-c2ccccc2N~1)C(F)(F)F.COc1ccc(OC)c(P([C@]23C[C@H]4C[C@H](C[C@H](C4)C2)C3)[C@]23C[C@H]4C[C@H](C[C@H](C4)C2)C3)c1-c1c(C(C)C)cc(C(C)C)cc1C(C)C.CCN=P(N=P(N(C)C)(N(C)C)N(C)C)(N(C)C)N(C)C.CCOC(=O)c1cc(C)no1. No catalyst specified. (4) The product is Cc1ccc(Nc2ccc(C(F)(F)F)cc2)cc1. No catalyst specified. The yield is 0.333. The reactants are FC(F)(F)c1ccc(Br)cc1.Cc1ccc(N)cc1.O=S(=O)(O[Pd]1c2ccccc2-c2ccccc2N~1)C(F)(F)F.CC(C)c1cc(C(C)C)c(-c2ccccc2P(C(C)(C)C)C(C)(C)C)c(C(C)C)c1.CN1CCCN2CCCN=C12.COC(=O)c1ccno1. (5) The reactants are CCc1ccc(Cl)cc1.Cc1ccc(N)cc1.O=S(=O)(O[Pd]1c2ccccc2-c2ccccc2N~1)C(F)(F)F.COc1ccc(OC)c(P(C(C)(C)C)C(C)(C)C)c1-c1c(C(C)C)cc(C(C)C)cc1C(C)C.CCN=P(N=P(N(C)C)(N(C)C)N(C)C)(N(C)C)N(C)C.CCOC(=O)c1cnoc1C. The product is CCc1ccc(Nc2ccc(C)cc2)cc1. No catalyst specified. The yield is 0.0804.